From a dataset of Peptide-MHC class I binding affinity with 185,985 pairs from IEDB/IMGT. Regression. Given a peptide amino acid sequence and an MHC pseudo amino acid sequence, predict their binding affinity value. This is MHC class I binding data. (1) The binding affinity (normalized) is 0.149. The MHC is HLA-A68:01 with pseudo-sequence HLA-A68:01. The peptide sequence is KLRKPKHKK. (2) The peptide sequence is KIFKVTGEF. The MHC is HLA-A26:01 with pseudo-sequence HLA-A26:01. The binding affinity (normalized) is 0.0847. (3) The peptide sequence is SEAFLIGANY. The MHC is HLA-B40:02 with pseudo-sequence HLA-B40:02. The binding affinity (normalized) is 0.459. (4) The MHC is HLA-B18:01 with pseudo-sequence HLA-B18:01. The peptide sequence is KEGIVWVAT. The binding affinity (normalized) is 0. (5) The peptide sequence is TEYDGHINL. The MHC is HLA-B40:01 with pseudo-sequence HLA-B40:01. The binding affinity (normalized) is 0.831. (6) The peptide sequence is AAIDLSHFL. The MHC is HLA-B15:01 with pseudo-sequence HLA-B15:01. The binding affinity (normalized) is 0.394. (7) The peptide sequence is HFKKRFSTL. The MHC is HLA-A02:06 with pseudo-sequence HLA-A02:06. The binding affinity (normalized) is 0.0847.